The task is: Binary Classification. Given a miRNA mature sequence and a target amino acid sequence, predict their likelihood of interaction.. This data is from Experimentally validated miRNA-target interactions with 360,000+ pairs, plus equal number of negative samples. (1) The miRNA is dme-miR-12-5p with sequence UGAGUAUUACAUCAGGUACUGGU. The protein sequence of the target gene is MDDLTLLDLLECPVCFEKLDVTAKVLPCQHTFCKPCLQRIFKAHKELRCPECRTLVFCSIEALPANLLLVRLLDGVRSGQSSWKGGSFRRPRILTLQDNRKAKSSPRSLQASPFRLVPSVRIHMDGVPRAKALCNYRGKNPGDLKFNKGDVILLRRQLDENWYQGEINGVSGIFPASSVEVIKQLPQPPPLCRALYNFDLRDKDKSENQDCLTFLKDDVITVISRVDENWAEGKLGDKVGIFPILFVEPNVSARHLLENKGHQLSRTRHLSLMSSPSRGKATNTSSLRKSPGSRRKGSGQ.... Result: 0 (no interaction). (2) The miRNA is mmu-miR-466f-3p with sequence CAUACACACACACAUACACAC. The protein sequence of the target gene is MPFANEGNDPIAARLSKCYWNLSSPFLKDVIPKKRPSKAFNRKPPTKLESEEEEYHKFERGLHISDLGPKLKETDGQPKLKFELADDYKSSKHCICMRSNTAYECERCHQYFYGRLAQICDLHPNEFFLMDFRNCPFCKAPIEMIKKSPISWETIRKIEEAELPSDGDL. Result: 0 (no interaction). (3) The miRNA is gga-miR-124a-3p with sequence UUAAGGCACGCGGUGAAUGCCA. The protein sequence of the target gene is MEQLLGIKLGCLFALLALTLGCGLTPICFKWFQIDAARGHHRLVLRLLGCISAGVFLGAGFMHMTAEALEEIESQIQKFMVQNRSASERNSSGDADSAHMEYPYGELIISLGFFFVFFLESLALQCCPGAAGGSTVQDEEWGGAHIFELHSHGHLPSPSKGPLRALVLLLSLSFHSVFEGLAVGLQPTVAATVQLCLAVLAHKGLVVFGVGMRLVHLGTSSRWAVFSILLLALMSPLGLAVGLAVTGGDSEGGRGLAQAVLEGVAAGTFLYVTFLEILPRELASPEAPLAKWSCVAAGFA.... Result: 0 (no interaction). (4) The miRNA is mmu-miR-324-3p with sequence CCACUGCCCCAGGUGCUGCU. The protein sequence of the target gene is MDLKTVLSLPRYPGEFLHPVVYACTAVMLLCLLASFVTYIVHQSAIRISRKGRHTLLNFCFHAALTFTVFAGGINRTKYPILCQAVGIVLHYSTLSTMLWIGVTARNIYKQVTKKAPLCLDTDQPPYPRQPLLRFYLVSGGVPFIICGVTAATNIRNYGTEDEDTAYCWMAWEPSLGAFYGPAAIITLVTCVYFLGTYVQLRRHPGRRYELRTQPEEQRRLATPEGGRGIRPGTPPAHDAPGASVLQNEHSFQAQLRAAAFTLFLFTATWAFGALAVSQGHFLDMVFSCLYGAFCVTLGL.... Result: 0 (no interaction). (5) The miRNA is mmu-miR-5129-5p with sequence AUGUGGGGGCAUUGGUAUUUUC. The protein sequence of the target gene is MPSAKQRGSKGGHGAASPSDKGAHPSGGADDVAKKPPAAPQQPQPPAPHPPQHPQNQAHRGGHRGRSSAATANASSASCSRRLGRVLNFLFYLSLVAAAAFSGWYVHHVLEEVQQVRRGHQDFSRQRDELGQGLQGVEQKVQSLQATFGTFESLLRNSQHKQDLTEKAVKEGESELNRISEVLQKLQNEILKDLSDGIHVVKDARERDFTSLENTVEERLTELTKSINDNIAIFTDVQKRSQKEINEVKMKVASLEESKGDRSQDVKTLKDAVKEVQASMMSRERDIEALKSSLQTMESD.... Result: 0 (no interaction). (6) The miRNA is mmu-miR-6393 with sequence CUGCCCACGAAGCACACUGAGU. The protein sequence of the target gene is MIRQELSTSYQELSEELEQVVENSEQADERDKELVQVQGPGVVPGVDNESASSSIRFSKACLKNVFSVLLILIYLLLMAVAVFLVYQTITDFREKLKHPVMSVSYKEVDRYDAPGIAFYPGQAQLLSCKHHYEVIPPLASPGQPGDRNCTTQRINYTHPFFNHTMQSALIVQGPQEVKKRELVFLQFRLNQSNEDFSAIDYLLFSSFREFMQSPDKAGFMQACESAYSSWKFSGGFRTWVKMSLVKTKEEDGREAVEFRQETSVVNYIDQRPAAERSAQLFFVVFEWKDPFIQKVQDIIT.... Result: 0 (no interaction). (7) The miRNA is mmu-miR-466a-5p with sequence UAUGUGUGUGUACAUGUACAUA. The protein sequence of the target gene is MLRLAAAGARAIVDMSYARHFLDFQGSAIPRTMQKLVVTRLSPNFHEAVTLRRDCPVPLPGDGDLLVRNRFVGINASDINYSAGRYDPSLKPPFDIGFEGIGEVVALGLSASARYTVGQAVAYMAPGSFAEYTVVPASIAIPMPSVKPEYLTMLVSGTTAYLSLEELGELSEGKKVLVTAAAGGTGQFAVQLSKIAKCHVIGTCSSDEKAAFLKSIGCDRPINYRTEPVETVLKQEYPEGVDVVYESVGGAMFDLAVDALATKGRLIVIGFISGYQSPTGLSPIKAGVLPTKLLKKSASL.... Result: 0 (no interaction). (8) The miRNA is hsa-miR-4717-5p with sequence UAGGCCACAGCCACCCAUGUGU. The protein sequence of the target gene is MSLLLSFYLLGLLVRSGQALLQVTISLSKVELSVGESKFFTCTAIGEPESIDWYNPQGEKIISTQRVMLQKEGVRSRLTIYNANIEDAGIYRCQATDAKGQTQEATVVLEIYQKLTFREVVSPQEFKQGEDAEVVCRVSSSPAPAVSWLYHNEEVTTIPDNRFAVLANNNLQILNINKSDEGIYRCEGRVEARGEIDFRDIIVIVNVPPAIMMPQKSFNATAERGEEMTLTCKASGSPDPTISWFRNGKLIEENEKYILKGSNTELTVRNIINKDGGSYVCKATNKAGEDQKQAFLQVFV.... Result: 0 (no interaction).